Dataset: Forward reaction prediction with 1.9M reactions from USPTO patents (1976-2016). Task: Predict the product of the given reaction. (1) Given the reactants Cl[C:2]1[C:3]2[C:10]([C:11]([O:13][CH2:14][CH3:15])=[O:12])=[CH:9][N:8]([CH2:16][O:17][CH2:18][CH2:19][Si:20]([CH3:23])([CH3:22])[CH3:21])[C:4]=2[N:5]=[CH:6][N:7]=1.O.[NH2:25][C:26]1[CH:27]=[C:28](B(O)O)[CH:29]=[CH:30][CH:31]=1.C(=O)([O-])[O-].[Na+].[Na+], predict the reaction product. The product is: [NH2:25][C:26]1[CH:31]=[C:30]([C:2]2[C:3]3[C:10]([C:11]([O:13][CH2:14][CH3:15])=[O:12])=[CH:9][N:8]([CH2:16][O:17][CH2:18][CH2:19][Si:20]([CH3:23])([CH3:22])[CH3:21])[C:4]=3[N:5]=[CH:6][N:7]=2)[CH:29]=[CH:28][CH:27]=1. (2) Given the reactants [CH3:1][O:2][C:3]1[CH:4]=[CH:5][C:6]2[C:7]3[C:8]4[CH2:18][CH2:17][C:16](=[O:19])[C:9]=4[CH:10]=[CH:11][C:12]=3[NH:13][C:14]=2[CH:15]=1.[H-].[Na+].Cl.[CH3:23][N:24]([CH3:29])[CH2:25][CH2:26][CH2:27]Cl.C1C2NC3C(=CC=CC=3)C=2C=CC=1, predict the reaction product. The product is: [CH3:23][N:24]([CH3:29])[CH2:25][CH2:26][CH2:27][N:13]1[C:12]2[CH:11]=[CH:10][C:9]3[C:16](=[O:19])[CH2:17][CH2:18][C:8]=3[C:7]=2[C:6]2[CH:5]=[CH:4][C:3]([O:2][CH3:1])=[CH:15][C:14]1=2. (3) Given the reactants [CH3:1][O:2][C:3]1[CH:26]=[CH:25][C:6]([C:7]([N:9]2[CH2:15][C:14]3[CH:16]=[C:17]([C:20]([O:22]C)=O)[CH:18]=[CH:19][C:13]=3[NH:12][C:11](=[O:24])[CH2:10]2)=[O:8])=[CH:5][CH:4]=1.[NH2:27][OH:28].[OH-].[Na+].Cl, predict the reaction product. The product is: [OH:28][NH:27][C:20]([C:17]1[CH:18]=[CH:19][C:13]2[NH:12][C:11](=[O:24])[CH2:10][N:9]([C:7](=[O:8])[C:6]3[CH:5]=[CH:4][C:3]([O:2][CH3:1])=[CH:26][CH:25]=3)[CH2:15][C:14]=2[CH:16]=1)=[O:22]. (4) Given the reactants Cl[C:2]1[C:11]2[C:6](=[CH:7][CH:8]=[C:9]([O:12][CH:13]3[CH2:18][CH2:17][N:16]([S:19]([CH3:22])(=[O:21])=[O:20])[CH2:15][CH2:14]3)[CH:10]=2)[N:5]=[CH:4][N:3]=1.[Cl:23][C:24]1[CH:25]=[C:26]([CH:28]=[CH:29][C:30]=1[O:31][CH2:32][C:33]1[CH:38]=[CH:37][CH:36]=[CH:35][N:34]=1)[NH2:27].C(N(CC)C(C)C)(C)C, predict the reaction product. The product is: [Cl:23][C:24]1[CH:25]=[C:26]([NH:27][C:2]2[C:11]3[C:6](=[CH:7][CH:8]=[C:9]([O:12][CH:13]4[CH2:18][CH2:17][N:16]([S:19]([CH3:22])(=[O:21])=[O:20])[CH2:15][CH2:14]4)[CH:10]=3)[N:5]=[CH:4][N:3]=2)[CH:28]=[CH:29][C:30]=1[O:31][CH2:32][C:33]1[CH:38]=[CH:37][CH:36]=[CH:35][N:34]=1. (5) Given the reactants O.[OH-].[Li+].[CH3:4][C:5]1[CH:6]=[CH:7][C:8]([C:11]2[N:15]([C:16]3[CH:21]=[N:20][CH:19]=[CH:18][N:17]=3)[N:14]=[C:13]([C:22]([O:24]CC)=[O:23])[CH:12]=2)=[N:9][CH:10]=1.C(O)C.Cl, predict the reaction product. The product is: [CH3:4][C:5]1[CH:6]=[CH:7][C:8]([C:11]2[N:15]([C:16]3[CH:21]=[N:20][CH:19]=[CH:18][N:17]=3)[N:14]=[C:13]([C:22]([OH:24])=[O:23])[CH:12]=2)=[N:9][CH:10]=1. (6) Given the reactants [C:1]([O:5][C:6]([N:8]1[C@H:12]([C:13](O)=[O:14])[CH2:11][S:10][CH:9]1[C:16]1[CH:21]=[CH:20][CH:19]=[CH:18][CH:17]=1)=[O:7])([CH3:4])([CH3:3])[CH3:2].Cl.[S:23]1[CH2:27][CH:26]([C:28]([NH2:30])=[O:29])[NH:25][CH2:24]1.O.ON1C2C=CC=CC=2N=N1.Cl.C(N=C=NCCCN(C)C)C, predict the reaction product. The product is: [C:1]([O:5][C:6]([N:8]1[C@H:12]([C:13]([N:25]2[C@H:26]([C:28]([NH2:30])=[O:29])[CH2:27][S:23][CH2:24]2)=[O:14])[CH2:11][S:10][CH:9]1[C:16]1[CH:21]=[CH:20][CH:19]=[CH:18][CH:17]=1)=[O:7])([CH3:3])([CH3:2])[CH3:4]. (7) Given the reactants [CH3:1][O:2][C:3]1[CH:10]=[C:9]([O:11][CH3:12])[CH:8]=[CH:7][C:4]=1[CH:5]=O.Cl.[CH2:14]([O:16][C:17](=[O:20])[CH2:18][NH2:19])[CH3:15].C(N(CC)CC)C.C(O[BH-](OC(=O)C)OC(=O)C)(=O)C.[Na+].Cl.[OH-].[Na+], predict the reaction product. The product is: [CH2:14]([O:16][C:17](=[O:20])[CH2:18][NH:19][CH2:5][C:4]1[CH:7]=[CH:8][C:9]([O:11][CH3:12])=[CH:10][C:3]=1[O:2][CH3:1])[CH3:15]. (8) Given the reactants Cl.[NH2:2][C@H:3]([C:6]([OH:8])=[O:7])[CH2:4][SH:5].[C:9](Cl)([C:22]1[CH:27]=[CH:26][CH:25]=[CH:24][CH:23]=1)([C:16]1[CH:21]=[CH:20][CH:19]=[CH:18][CH:17]=1)[C:10]1[CH:15]=[CH:14][CH:13]=[CH:12][CH:11]=1.C([O-])(=O)C.[Na+], predict the reaction product. The product is: [C:9]([S:5][CH2:4][C@@H:3]([C:6]([OH:8])=[O:7])[NH2:2])([C:10]1[CH:15]=[CH:14][CH:13]=[CH:12][CH:11]=1)([C:22]1[CH:23]=[CH:24][CH:25]=[CH:26][CH:27]=1)[C:16]1[CH:17]=[CH:18][CH:19]=[CH:20][CH:21]=1. (9) Given the reactants C(=O)([O-])O.[Na+].[S:6]=[C:7]1[NH:12][C:11]2[CH:13]=[CH:14][NH:15][C:10]=2[C:9](=[O:16])[N:8]1[C:17]1[CH:22]=[CH:21][C:20]([O:23][CH2:24][C:25]([F:28])([F:27])[F:26])=[CH:19][CH:18]=1.[F:29][C:30]([F:34])([F:33])[CH2:31]I.CN(C)C=O, predict the reaction product. The product is: [F:26][C:25]([F:28])([F:27])[CH2:24][O:23][C:20]1[CH:19]=[CH:18][C:17]([N:8]2[C:9](=[O:16])[C:10]3[NH:15][CH:14]=[CH:13][C:11]=3[N:12]=[C:7]2[S:6][CH2:31][C:30]([F:34])([F:33])[F:29])=[CH:22][CH:21]=1.